Dataset: Full USPTO retrosynthesis dataset with 1.9M reactions from patents (1976-2016). Task: Predict the reactants needed to synthesize the given product. (1) Given the product [Cl:7][C:8]1[CH:13]=[CH:12][C:11]2[NH:14][C:21]3[CH2:22][CH2:23][N:18]([CH3:17])[CH2:19][C:20]=3[C:10]=2[C:9]=1[F:16], predict the reactants needed to synthesize it. The reactants are: S(=O)(=O)(O)O.Cl.[Cl:7][C:8]1[CH:13]=[CH:12][C:11]([NH:14]N)=[CH:10][C:9]=1[F:16].[CH3:17][N:18]1[CH2:23][CH2:22][CH2:21][CH2:20][C:19]1=O. (2) Given the product [CH3:30][C:29]1[CH:28]=[C:27]([CH3:31])[NH:26][C:25](=[O:32])[C:24]=1[CH2:23][NH:22][C:13]([C:12]1[C:7]2[CH:6]=[N:5][N:4]([CH:2]([CH3:3])[CH3:1])[C:8]=2[N:9]=[C:10]([C:16]2[CH:17]=[CH:18][CH:19]=[CH:20][CH:21]=2)[CH:11]=1)=[O:15], predict the reactants needed to synthesize it. The reactants are: [CH3:1][CH:2]([N:4]1[C:8]2[N:9]=[C:10]([C:16]3[CH:21]=[CH:20][CH:19]=[CH:18][CH:17]=3)[CH:11]=[C:12]([C:13]([OH:15])=O)[C:7]=2[CH:6]=[N:5]1)[CH3:3].[NH2:22][CH2:23][C:24]1[C:25](=[O:32])[NH:26][C:27]([CH3:31])=[CH:28][C:29]=1[CH3:30].Cl.ON1C2N=CC=CC=2N=N1.CN1CCOCC1.C(Cl)CCl. (3) Given the product [N+:18]([C:16]1[CH:17]=[C:13]2[C:12](=[O:21])[NH:11][CH2:10][CH:9]([C:8]([OH:28])=[O:3])[N:14]2[CH:15]=1)([O-:20])=[O:19], predict the reactants needed to synthesize it. The reactants are: O[Li].[OH2:3].C(OC(=O)[CH2:8][CH:9]1[N:14]2[CH:15]=[C:16]([N+:18]([O-:20])=[O:19])[CH:17]=[C:13]2[C:12](=[O:21])[NH:11][CH2:10]1)C.O1CCCC1.[OH2:28]. (4) The reactants are: Cl[CH:2]([CH:14]1[CH2:19][CH2:18][CH2:17][CH2:16][CH2:15]1)[C:3]1[O:4][C:5]2[CH:12]=[C:11]([F:13])[CH:10]=[CH:9][C:6]=2[C:7]=1[CH3:8].[NH2:20][C:21]1[CH:30]=[CH:29][C:24]([C:25]([O:27]C)=[O:26])=[CH:23][CH:22]=1.[I-].[Na+].C(=O)([O-])[O-].[Na+].[Na+].Cl.[OH-].[Na+]. Given the product [CH:14]1([CH:2]([NH:20][C:21]2[CH:30]=[CH:29][C:24]([C:25]([OH:27])=[O:26])=[CH:23][CH:22]=2)[C:3]2[O:4][C:5]3[CH:12]=[C:11]([F:13])[CH:10]=[CH:9][C:6]=3[C:7]=2[CH3:8])[CH2:19][CH2:18][CH2:17][CH2:16][CH2:15]1, predict the reactants needed to synthesize it. (5) Given the product [C:19]12([CH2:29][CH2:30][C:31]([NH:1][N:2]3[C:11](=[O:12])[C:10]4[C:5](=[CH:6][CH:7]=[CH:8][CH:9]=4)[N:4]=[C:3]3[C:13]3[CH:18]=[CH:17][CH:16]=[CH:15][CH:14]=3)=[O:32])[CH2:26][CH:25]3[CH2:24][CH:23]([CH2:22][CH:21]([CH2:27]3)[CH2:20]1)[CH2:28]2, predict the reactants needed to synthesize it. The reactants are: [NH2:1][N:2]1[C:11](=[O:12])[C:10]2[C:5](=[CH:6][CH:7]=[CH:8][CH:9]=2)[N:4]=[C:3]1[C:13]1[CH:18]=[CH:17][CH:16]=[CH:15][CH:14]=1.[C:19]12([CH2:29][CH2:30][C:31](Cl)=[O:32])[CH2:28][CH:23]3[CH2:24][CH:25]([CH2:27][CH:21]([CH2:22]3)[CH2:20]1)[CH2:26]2.